Dataset: Reaction yield outcomes from USPTO patents with 853,638 reactions. Task: Predict the reaction yield, written as a fraction of the theoretical maximum amount of product (1.0 means a 100% yield; for example, 0.34 means a 34% yield). (1) The reactants are [CH3:1][N:2]([CH3:27])[C:3](=[O:26])[O:4][C:5]1[CH:10]=[CH:9][CH:8]=[C:7]([NH:11][C:12]([C:14]2([CH2:20][C:21]3[N:22]=[CH:23][NH:24][CH:25]=3)[CH2:19][CH2:18][NH:17][CH2:16][CH2:15]2)=[O:13])[CH:6]=1.CN(C)C(OC1C=C([NH:39][C:40]([C:42]2([CH2:55][C:56]3[N:57]=[CH:58][N:59]([C:61](C4C=CC=CC=4)(C4C=CC=CC=4)C4C=CC=CC=4)C=3)[CH2:47]CN(C(OC(C)(C)C)=O)CC2)=O)C=CC=1)=O.Cl. The catalyst is CO. The product is [CH3:27][N:2]([CH3:1])[C:3](=[O:26])[O:4][C:5]1[CH:10]=[CH:9][CH:8]=[C:7]([NH:11][C:12]([C:14]2([CH2:20][C:21]3[N:22]=[CH:23][NH:24][CH:25]=3)[CH2:19][CH2:18][N:17]([C:61]3[C:55]4[C:42]([CH3:47])=[CH:40][NH:39][C:56]=4[N:57]=[CH:58][N:59]=3)[CH2:16][CH2:15]2)=[O:13])[CH:6]=1. The yield is 0.930. (2) The reactants are Cl.O1CCOCC1.[NH2:8][C:9]([C:11]1[CH:12]=[CH:13][CH:14]=[C:15]2[C:20]=1[N:19]=[CH:18][N:17]=[C:16]2[NH:21][CH:22]1[CH:26]([C:27]2[CH:32]=[CH:31][CH:30]=[C:29]([F:33])[CH:28]=2)[CH2:25][N:24](C(OC(C)(C)C)=O)[CH2:23]1)=[O:10]. The catalyst is CO. The product is [F:33][C:29]1[CH:28]=[C:27]([C@@H:26]2[CH2:25][NH:24][CH2:23][C@H:22]2[NH:21][C:16]2[C:15]3[C:20](=[C:11]([C:9]([NH2:8])=[O:10])[CH:12]=[CH:13][CH:14]=3)[N:19]=[CH:18][N:17]=2)[CH:32]=[CH:31][CH:30]=1. The yield is 0.440. (3) The reactants are [F:1][CH:2]([F:10])[C:3]1[C:4]([CH3:9])=[N:5][CH:6]=[CH:7][CH:8]=1.ClC1C=CC=C(C(OO)=[O:19])C=1. The catalyst is ClCCl.[OH-].[Na+]. The product is [F:1][CH:2]([F:10])[C:3]1[C:4]([CH3:9])=[N+:5]([O-:19])[CH:6]=[CH:7][CH:8]=1. The yield is 0.780. (4) The reactants are [CH3:1][S:2][C:3]1[S:4][C:5]2[CH:11]=[CH:10][CH:9]=[CH:8][C:6]=2[N:7]=1.[C:12]1(C)[CH:17]=[CH:16][C:15]([S:18]([O:21][CH3:22])(=[O:20])=[O:19])=[CH:14][CH:13]=1.CC(C)=O. The catalyst is CN(C=O)C. The product is [CH3:22][O:21][S:18]([C:15]1([CH3:1])[CH:14]=[CH:13][CH:12]=[CH:17][CH2:16]1)(=[O:19])=[O:20].[CH3:1][S:2][C:3]1[S:4][C:5]2[CH:11]=[CH:10][CH:9]=[CH:8][C:6]=2[N:7]=1. The yield is 0.890.